Dataset: Reaction yield outcomes from USPTO patents with 853,638 reactions. Task: Predict the reaction yield, written as a fraction of the theoretical maximum amount of product (1.0 means a 100% yield; for example, 0.34 means a 34% yield). The reactants are [Br:1][C:2]1[C:3](=[O:33])[N:4]([C:25]2[C:30]([F:31])=[CH:29][CH:28]=[CH:27][C:26]=2[F:32])[C:5]([CH3:24])=[CH:6][C:7]=1[O:8][CH2:9][C:10]1[CH:22]=[CH:21][C:20]([F:23])=[CH:19][C:11]=1[O:12][CH2:13][C:14]([O:16]CC)=[O:15].[OH-].[Na+].CO.O. The catalyst is C1COCC1. The product is [Br:1][C:2]1[C:3](=[O:33])[N:4]([C:25]2[C:30]([F:31])=[CH:29][CH:28]=[CH:27][C:26]=2[F:32])[C:5]([CH3:24])=[CH:6][C:7]=1[O:8][CH2:9][C:10]1[CH:22]=[CH:21][C:20]([F:23])=[CH:19][C:11]=1[O:12][CH2:13][C:14]([OH:16])=[O:15]. The yield is 0.600.